Dataset: Full USPTO retrosynthesis dataset with 1.9M reactions from patents (1976-2016). Task: Predict the reactants needed to synthesize the given product. (1) Given the product [NH2:2][C:3]1[C:4]2[C:14]([O:15][CH2:16][C:17]3([NH:22][C:23](=[O:30])[C:24]4[CH:29]=[CH:28][N:27]=[CH:26][CH:25]=4)[CH2:21][CH2:20][CH2:19][CH2:18]3)=[CH:13][CH:12]=[CH:11][C:5]=2[NH:6][S:7](=[O:10])(=[O:9])[N:8]=1, predict the reactants needed to synthesize it. The reactants are: Cl.[NH2:2][C:3]1[C:4]2[C:14]([O:15][CH2:16][C:17]3([NH2:22])[CH2:21][CH2:20][CH2:19][CH2:18]3)=[CH:13][CH:12]=[CH:11][C:5]=2[NH:6][S:7](=[O:10])(=[O:9])[N:8]=1.[C:23](O)(=[O:30])[C:24]1[CH:29]=[CH:28][N:27]=[CH:26][CH:25]=1. (2) Given the product [CH:1]1([CH2:4][O:5][C:6]2[N:11]=[C:10]([C:12]([N:21]3[CH2:26][CH2:25][CH2:24][CH2:23][CH:22]3[C:27]([NH2:29])=[O:28])=[O:14])[CH:9]=[N:8][C:7]=2[N:15]2[CH2:18][C:17]([F:20])([F:19])[CH2:16]2)[CH2:2][CH2:3]1, predict the reactants needed to synthesize it. The reactants are: [CH:1]1([CH2:4][O:5][C:6]2[N:11]=[C:10]([C:12]([OH:14])=O)[CH:9]=[N:8][C:7]=2[N:15]2[CH2:18][C:17]([F:20])([F:19])[CH2:16]2)[CH2:3][CH2:2]1.[NH:21]1[CH2:26][CH2:25][CH2:24][CH2:23][CH:22]1[C:27]([NH2:29])=[O:28]. (3) Given the product [CH3:22][N:20]1[CH:21]=[C:17]([C:14]2[CH:15]=[C:16]3[C:8]([C:6]4[N:7]=[C:2]([N:29]5[CH2:35][CH2:34][CH2:33][CH2:32][CH:31]([NH2:36])[CH2:30]5)[CH:3]=[CH:4][CH:5]=4)=[N:9][NH:10][C:11]3=[CH:12][N:13]=2)[CH:18]=[N:19]1, predict the reactants needed to synthesize it. The reactants are: F[C:2]1[N:7]=[C:6]([C:8]2[C:16]3[C:11](=[CH:12][N:13]=[C:14]([C:17]4[CH:18]=[N:19][N:20]([CH3:22])[CH:21]=4)[CH:15]=3)[N:10](C3CCCCO3)[N:9]=2)[CH:5]=[CH:4][CH:3]=1.[NH:29]1[CH2:35][CH2:34][CH2:33][CH2:32][CH:31]([NH:36]C(=O)OC(C)(C)C)[CH2:30]1. (4) Given the product [Cl:18][C:13]1[CH:12]=[C:11]([CH2:10][C:6](=[O:19])[C:7]([OH:9])=[O:8])[CH:16]=[CH:15][C:14]=1[Cl:17], predict the reactants needed to synthesize it. The reactants are: Cl.C(N[C:6](=[CH:10][C:11]1[CH:16]=[CH:15][C:14]([Cl:17])=[C:13]([Cl:18])[CH:12]=1)[C:7]([OH:9])=[O:8])(=O)C.[OH2:19].C1(C)C=CC=CC=1. (5) Given the product [O:1]1[C:5]2[CH:6]=[CH:7][CH:8]=[CH:9][C:4]=2[CH:3]=[C:2]1[C:10]([NH:12][C:13]1([C:19]([NH:21][CH:22]2[CH2:27][CH2:26][N:25]([C:28]3[CH:33]=[CH:32][CH:31]=[CH:30][C:29]=3[N:34]3[CH:40]=[N:38][N:37]=[N:36]3)[CH2:24][CH:23]2[OH:35])=[O:20])[CH2:18][CH2:17][CH2:16][CH2:15][CH2:14]1)=[O:11], predict the reactants needed to synthesize it. The reactants are: [O:1]1[C:5]2[CH:6]=[CH:7][CH:8]=[CH:9][C:4]=2[CH:3]=[C:2]1[C:10]([NH:12][C:13]1([C:19]([NH:21][CH:22]2[CH2:27][CH2:26][N:25]([C:28]3[CH:33]=[CH:32][CH:31]=[CH:30][C:29]=3[NH2:34])[CH2:24][C:23]2=[O:35])=[O:20])[CH2:18][CH2:17][CH2:16][CH2:15][CH2:14]1)=[O:11].[N-:36]=[N+:37]=[N-:38].[Na+].[CH:40](OCC)(OCC)OCC.